From a dataset of Reaction yield outcomes from USPTO patents with 853,638 reactions. Predict the reaction yield, written as a fraction of the theoretical maximum amount of product (1.0 means a 100% yield; for example, 0.34 means a 34% yield). The reactants are C[O-].[Na+].[F:4][C:5]1[CH:6]=[C:7]2[C:11](=[CH:12][CH:13]=1)[C:10](=[CH:14][C:15]1[CH:20]=[CH:19][C:18]([S:21]([CH3:23])=[O:22])=[CH:17][CH:16]=1)[C:9]([CH3:24])=[C:8]2[CH2:25][C:26]([OH:28])=[O:27].C(=O)(O)[O-:30].[Na+].OO.[H][H]. The catalyst is CO.C(#N)C. The product is [F:4][C:5]1[CH:6]=[C:7]2[C:11](=[CH:12][CH:13]=1)[C:10](=[CH:14][C:15]1[CH:20]=[CH:19][C:18]([S:21]([CH3:23])(=[O:30])=[O:22])=[CH:17][CH:16]=1)[C:9]([CH3:24])=[C:8]2[CH2:25][C:26]([OH:28])=[O:27]. The yield is 0.890.